This data is from Reaction yield outcomes from USPTO patents with 853,638 reactions. The task is: Predict the reaction yield, written as a fraction of the theoretical maximum amount of product (1.0 means a 100% yield; for example, 0.34 means a 34% yield). (1) The reactants are [OH:1][C:2]1[C:11](=[O:12])[N:10]2[C:5]([C:6]([CH3:14])([CH3:13])[O:7][CH2:8][CH2:9]2)=[N:4][C:3]=1[C:15]([O:17][CH2:18][CH3:19])=[O:16].[CH2:20](Br)[C:21]1[CH:26]=[CH:25][CH:24]=[CH:23][CH:22]=1.C([O-])([O-])=O.[K+].[K+]. The catalyst is CN(C=O)C.CCOCC. The product is [CH2:20]([O:1][C:2]1[C:11](=[O:12])[N:10]2[C:5]([C:6]([CH3:13])([CH3:14])[O:7][CH2:8][CH2:9]2)=[N:4][C:3]=1[C:15]([O:17][CH2:18][CH3:19])=[O:16])[C:21]1[CH:26]=[CH:25][CH:24]=[CH:23][CH:22]=1. The yield is 0.780. (2) The reactants are [CH2:1]([S:3][C:4]1[N:9]=[C:8]([C:10]2[S:11][C:12]3[CH:20]=[CH:19][CH:18]=[CH:17][C:13]=3[C:14](=[O:16])[N:15]=2)[CH:7]=[CH:6][CH:5]=1)[CH3:2].ClC1C=CC=C(C(OO)=[O:29])C=1. The catalyst is C(Cl)(Cl)Cl. The product is [CH2:1]([S:3]([C:4]1[N:9]=[C:8]([C:10]2[S:11][C:12]3[CH:20]=[CH:19][CH:18]=[CH:17][C:13]=3[C:14](=[O:16])[N:15]=2)[CH:7]=[CH:6][CH:5]=1)=[O:29])[CH3:2]. The yield is 0.470. (3) The reactants are [Li+].CC([N-]C(C)C)C.[Cl:9][C:10]1[CH:15]=[C:14]([Cl:16])[N:13]=[CH:12][N:11]=1.[CH:17]1([CH:20]=[O:21])[CH2:19][CH2:18]1. The catalyst is C1COCC1. The product is [CH:17]1([CH:20]([C:15]2[C:10]([Cl:9])=[N:11][CH:12]=[N:13][C:14]=2[Cl:16])[OH:21])[CH2:19][CH2:18]1. The yield is 0.800. (4) The reactants are [C:1]([O:5][C:6](=[O:20])[C:7]1[CH:12]=[CH:11][CH:10]=[C:9]([C:13]2[C:18]([CH3:19])=[CH:17][CH:16]=[CH:15][N:14]=2)[CH:8]=1)([CH3:4])([CH3:3])[CH3:2].NC(N)=[O:23].OO.C1(=O)OC(=O)C2=CC=CC=C12.[O-]S([O-])=O.[Na+].[Na+].C([O-])([O-])=O.[Na+].[Na+]. The catalyst is CCOC(C)=O.O. The product is [C:1]([O:5][C:6]([C:7]1[CH:8]=[C:9]([C:13]2[C:18]([CH3:19])=[CH:17][CH:16]=[CH:15][N+:14]=2[O-:23])[CH:10]=[CH:11][CH:12]=1)=[O:20])([CH3:4])([CH3:3])[CH3:2]. The yield is 0.950.